Task: Predict the reaction yield, written as a fraction of the theoretical maximum amount of product (1.0 means a 100% yield; for example, 0.34 means a 34% yield).. Dataset: Reaction yield outcomes from USPTO patents with 853,638 reactions (1) The reactants are C(OC(=O)[NH:7][C:8]1[CH:13]=[CH:12][C:11]([CH3:14])=[C:10]([O:15][C:16]2[CH:17]=[CH:18][C:19]3[N:20]([N:22]=[C:23]([NH:25][C:26]([CH:28]4[CH2:30][CH2:29]4)=[O:27])[N:24]=3)[CH:21]=2)[CH:9]=1)(C)(C)C.FC(F)(F)C(O)=O. No catalyst specified. The product is [NH2:7][C:8]1[CH:13]=[CH:12][C:11]([CH3:14])=[C:10]([CH:9]=1)[O:15][C:16]1[CH:17]=[CH:18][C:19]2[N:20]([N:22]=[C:23]([NH:25][C:26]([CH:28]3[CH2:30][CH2:29]3)=[O:27])[N:24]=2)[CH:21]=1. The yield is 0.910. (2) The reactants are [I:1][C:2]1[CH:3]=[C:4]2[C:8](=[CH:9][CH:10]=1)[NH:7][C:6](=[O:11])[C:5]2=O.[NH2:13][C:14]1[CH:23]=[CH:22][C:21]([N+:24]([O-:26])=[O:25])=[CH:20][C:15]=1[C:16]([NH:18][NH2:19])=[O:17]. The catalyst is C(O)(=O)C. The product is [I:1][C:2]1[CH:3]=[C:4]2[C:8](=[CH:9][CH:10]=1)[NH:7][C:6](=[O:11])[C:5]2=[N:19][NH:18][C:16](=[O:17])[C:15]1[CH:20]=[C:21]([N+:24]([O-:26])=[O:25])[CH:22]=[CH:23][C:14]=1[NH2:13]. The yield is 0.760. (3) The reactants are [CH2:1]([N:4]1[C:12]2[C:11](=[O:13])[NH:10][C:9](=[O:14])[N:8]([CH2:15][CH3:16])[C:7]=2[N:6]=[CH:5]1)[CH:2]=[CH2:3].C1C(=O)N([Cl:24])C(=O)C1. The catalyst is CN(C=O)C. The product is [CH2:1]([N:4]1[C:12]2[C:11](=[O:13])[NH:10][C:9](=[O:14])[N:8]([CH2:15][CH3:16])[C:7]=2[N:6]=[C:5]1[Cl:24])[CH:2]=[CH2:3]. The yield is -0.500. (4) The reactants are [C:1]([O:5][C:6](=[O:40])[CH2:7][CH2:8][C@H:9]([NH:29]C(OCC1C=CC=CC=1)=O)[CH2:10][O:11][Si:12]([C:25]([CH3:28])([CH3:27])[CH3:26])([C:19]1[CH:24]=[CH:23][CH:22]=[CH:21][CH:20]=1)[C:13]1[CH:18]=[CH:17][CH:16]=[CH:15][CH:14]=1)([CH3:4])([CH3:3])[CH3:2]. The catalyst is O1CCCC1. The product is [C:1]([O:5][C:6](=[O:40])[CH2:7][CH2:8][C@H:9]([NH2:29])[CH2:10][O:11][Si:12]([C:25]([CH3:28])([CH3:27])[CH3:26])([C:19]1[CH:20]=[CH:21][CH:22]=[CH:23][CH:24]=1)[C:13]1[CH:14]=[CH:15][CH:16]=[CH:17][CH:18]=1)([CH3:4])([CH3:2])[CH3:3]. The yield is 0.720.